Predict the reaction yield, written as a fraction of the theoretical maximum amount of product (1.0 means a 100% yield; for example, 0.34 means a 34% yield). From a dataset of Reaction yield outcomes from USPTO patents with 853,638 reactions. (1) The reactants are C(O[C:6](=[O:21])[NH:7][C:8]1[CH:13]=[CH:12][C:11]([C:14]2[CH:19]=[CH:18][C:17]([Br:20])=[CH:16][CH:15]=2)=[CH:10][CH:9]=1)(C)(C)C.Cl.[N:23]1([C:31]([O:33][C:34]([CH3:37])([CH3:36])[CH3:35])=[O:32])[CH2:30][CH2:29][CH2:28][C@H:24]1C(O)=O.CN(C(ON1N=NC2C=CC=NC1=2)=[N+](C)C)C.F[P-](F)(F)(F)(F)F.CCN(C(C)C)C(C)C. The catalyst is CO.CN(C=O)C.C(OCC)(=O)C. The product is [C:34]([O:33][C:31]([N:23]1[CH2:30][CH2:29][CH2:28][CH:24]1[C:6](=[O:21])[NH:7][C:8]1[CH:9]=[CH:10][C:11]([C:14]2[CH:15]=[CH:16][C:17]([Br:20])=[CH:18][CH:19]=2)=[CH:12][CH:13]=1)=[O:32])([CH3:37])([CH3:35])[CH3:36]. The yield is 0.950. (2) The reactants are ClC(OC(Cl)C)=O.C([N:15]1[CH2:20][CH2:19][CH:18]([N:21]([CH3:33])[C:22](=[O:32])[CH2:23][O:24][C:25]2[CH:30]=[CH:29][CH:28]=[C:27]([Cl:31])[CH:26]=2)[CH2:17][CH2:16]1)C1C=CC=CC=1. The product is [Cl:31][C:27]1[CH:26]=[C:25]([CH:30]=[CH:29][CH:28]=1)[O:24][CH2:23][C:22]([N:21]([CH3:33])[CH:18]1[CH2:19][CH2:20][NH:15][CH2:16][CH2:17]1)=[O:32]. The catalyst is ClC(Cl)C. The yield is 0.650. (3) The reactants are [CH2:1]([O:5][C:6]1[CH:14]=[CH:13][C:9]([C:10](Cl)=O)=[CH:8][C:7]=1[N+:15]([O-:17])=[O:16])[CH:2]([CH3:4])[CH3:3].S(O)(O)(=O)=O.[NH2:23][C:24]1[C:29]([NH2:30])=[C:28]([NH2:31])[N:27]=[CH:26][N:25]=1.O. The catalyst is O1CCOCC1.[OH-].[Na+]. The product is [NH2:31][C:28]1[N:27]=[CH:26][N:25]=[C:24]2[C:29]=1[NH:30][C:10]([C:9]1[CH:13]=[CH:14][C:6]([O:5][CH2:1][CH:2]([CH3:4])[CH3:3])=[C:7]([N+:15]([O-:17])=[O:16])[CH:8]=1)=[N:23]2. The yield is 0.200. (4) The reactants are Br[C:2]1[S:3][C:4](Br)=[CH:5][CH:6]=1.[C:8]1([CH2:14][O:15][C:16]([NH:18][CH:19]=[CH2:20])=[O:17])[CH:13]=[CH:12][CH:11]=[CH:10][CH:9]=1.[CH:21]12[CH2:40][CH2:39][CH2:38][CH:34](C[CH2:36][CH2:37]1)B12[H]B2([CH:34]3C[CH2:36][CH2:37][CH:21]2[CH2:40][CH2:39][CH2:38]3)[H]1.[OH-:41].[Na+]. The catalyst is Cl[Pd]Cl.C1C=CC(P(C2C=CC=CC=2)[C-]2C=CC=C2)=CC=1.C1C=CC(P(C2C=CC=CC=2)[C-]2C=CC=C2)=CC=1.Cl[Pd]Cl.[Fe+2].OO. The product is [C:8]1([CH2:14][O:15][C:16]([NH:18][CH2:19][CH2:20][C:2]2[S:3][C:4]([CH2:20][CH2:19][NH:18][C:16]([O:15][CH2:34][C:38]3[CH:36]=[CH:37][CH:21]=[CH:40][CH:39]=3)=[O:41])=[CH:5][CH:6]=2)=[O:17])[CH:13]=[CH:12][CH:11]=[CH:10][CH:9]=1. The yield is 0.710. (5) The product is [CH2:1]([O:3][C:4]1[CH:5]=[C:6]([CH:12]([N:17]2[C:21](=[O:22])[C:20]3=[C:23]([N+:27]([O-:29])=[O:28])[CH:24]=[CH:25][CH:26]=[C:19]3[C:18]2=[O:30])[CH2:13][C:14]([NH:32][OH:33])=[O:15])[CH:7]=[CH:8][C:9]=1[O:10][CH3:11])[CH3:2]. The yield is 0.770. The catalyst is O1CCCC1. The reactants are [CH2:1]([O:3][C:4]1[CH:5]=[C:6]([CH:12]([N:17]2[C:21](=[O:22])[C:20]3=[C:23]([N+:27]([O-:29])=[O:28])[CH:24]=[CH:25][CH:26]=[C:19]3[C:18]2=[O:30])[CH2:13][C:14](O)=[O:15])[CH:7]=[CH:8][C:9]=1[O:10][CH3:11])[CH3:2].Cl.[NH2:32][OH:33]. (6) The reactants are [N:1]1([C:7]([C:9]2[S:10][CH:11]=[CH:12][CH:13]=2)=[O:8])[CH2:6][CH2:5][NH:4][CH2:3][CH2:2]1.Cl[C:15]1[C:24]2[C:19](=[CH:20][CH:21]=[CH:22][CH:23]=2)[NH:18][C:17](=[O:25])[C:16]=1[C:26]#[N:27]. The catalyst is C1(C)C=CC=CC=1. The product is [O:25]=[C:17]1[C:16]([C:26]#[N:27])=[C:15]([N:4]2[CH2:5][CH2:6][N:1]([C:7]([C:9]3[S:10][CH:11]=[CH:12][CH:13]=3)=[O:8])[CH2:2][CH2:3]2)[C:24]2[C:19](=[CH:20][CH:21]=[CH:22][CH:23]=2)[NH:18]1. The yield is 0.880. (7) The reactants are [CH3:1][NH:2][C:3]([C:5]1[CH:6]=[CH:7][C:8]2[CH:12]=[C:11]([C:13]3[C:18]([CH3:19])=[CH:17][N:16]=[C:15](Cl)[N:14]=3)[S:10][C:9]=2[CH:21]=1)=[O:4].[C:22]([O:26][C:27]([N:29]1[CH2:34][CH2:33][N:32]([CH2:35][CH2:36][CH2:37][NH2:38])[CH2:31][CH2:30]1)=[O:28])([CH3:25])([CH3:24])[CH3:23].C(N(C(C)C)CC)(C)C. The catalyst is O1CCOCC1. The product is [C:22]([O:26][C:27]([N:29]1[CH2:30][CH2:31][N:32]([CH2:35][CH2:36][CH2:37][NH:38][C:15]2[N:14]=[C:13]([C:11]3[S:10][C:9]4[CH:21]=[C:5]([C:3](=[O:4])[NH:2][CH3:1])[CH:6]=[CH:7][C:8]=4[CH:12]=3)[C:18]([CH3:19])=[CH:17][N:16]=2)[CH2:33][CH2:34]1)=[O:28])([CH3:25])([CH3:24])[CH3:23]. The yield is 0.440. (8) The reactants are CC([O-])(C)C.[Li+].Br[C:8]1[N:13]=[C:12]([C:14]([O:16][CH3:17])=[O:15])[CH:11]=[N:10][C:9]=1[N:18]1[CH2:21][C:20]([F:23])([F:22])[CH2:19]1.[F:24][CH:25]([F:28])[CH2:26][OH:27].Cl. The catalyst is CN(C=O)C. The product is [F:22][C:20]1([F:23])[CH2:21][N:18]([C:9]2[N:10]=[CH:11][C:12]([C:14]([O:16][CH3:17])=[O:15])=[N:13][C:8]=2[O:27][CH2:26][CH:25]([F:28])[F:24])[CH2:19]1. The yield is 0.0700. (9) The reactants are [Br:1][C:2]1[CH:7]=[CH:6][C:5]([CH:8]=[C:9]([C:14]2[CH:19]=[CH:18][CH:17]=[CH:16][CH:15]=2)[C:10](=[N:12][OH:13])[CH3:11])=[CH:4][CH:3]=1.C(=O)(O)[O-].[Na+].[I-].[K+].II.S([O-])([O-])=O.[Na+].[Na+]. The catalyst is O1CCCC1.O. The product is [Br:1][C:2]1[CH:3]=[CH:4][C:5]([C:8]2[O:13][N:12]=[C:10]([CH3:11])[C:9]=2[C:14]2[CH:15]=[CH:16][CH:17]=[CH:18][CH:19]=2)=[CH:6][CH:7]=1. The yield is 0.800.